Dataset: Forward reaction prediction with 1.9M reactions from USPTO patents (1976-2016). Task: Predict the product of the given reaction. (1) Given the reactants [OH:1][CH:2]1[CH2:6][C:5](=[O:7])[CH:4]=[CH:3]1.CN(C1C=CC=CN=1)C.[Si:17](Cl)([C:20]([CH3:23])([CH3:22])[CH3:21])([CH3:19])[CH3:18].O, predict the reaction product. The product is: [O:7]([CH:5]1[CH2:6][C:2](=[O:1])[CH:3]=[CH:4]1)[Si:17]([C:20]([CH3:23])([CH3:22])[CH3:21])([CH3:19])[CH3:18]. (2) Given the reactants [C:1]([C:4]1[NH:8][C:7]2[C:9]([Cl:13])=[C:10]([Cl:12])[S:11][C:6]=2[CH:5]=1)([OH:3])=O.C1C=CC2N(O)N=NC=2C=1.CCN(C(C)C)C(C)C.[NH2:33][CH:34]1[CH2:43][CH2:42][C:41]2[C:36](=[CH:37][CH:38]=[CH:39][CH:40]=2)[CH:35]1[OH:44].CCN=C=NCCCN(C)C, predict the reaction product. The product is: [Cl:12][C:10]1[S:11][C:6]2[CH:5]=[C:4]([C:1](=[O:3])[NH:33][CH:34]3[CH2:43][CH2:42][C:41]4[C:36](=[CH:37][CH:38]=[CH:39][CH:40]=4)[CH:35]3[OH:44])[NH:8][C:7]=2[C:9]=1[Cl:13]. (3) Given the reactants C([O:8][C:9]1[CH:18]=[C:17]2[C:12]([C:13](=[O:26])[CH2:14][C:15]([C:19]3[CH:24]=[CH:23][CH:22]=[CH:21][C:20]=3[F:25])=[N:16]2)=[CH:11][C:10]=1[O:27][CH3:28])C1C=CC=CC=1.FC1C=CC=CC=1C1CC(=O)C2C(=CC=C(O)C=2O)N=1, predict the reaction product. The product is: [F:25][C:20]1[CH:21]=[CH:22][CH:23]=[CH:24][C:19]=1[C:15]1[CH2:14][C:13](=[O:26])[C:12]2[C:17](=[CH:18][C:9]([OH:8])=[C:10]([O:27][CH3:28])[CH:11]=2)[N:16]=1. (4) Given the reactants [OH:1][C:2]1[CH:3]=[C:4]2[C:8](=[CH:9][C:10]=1[O:11][CH3:12])[C:7](=[O:13])[CH2:6][CH2:5]2.[N+:14]([O-])([OH:16])=[O:15].N([O-])=O.[Na+], predict the reaction product. The product is: [OH:1][C:2]1[C:3]([N+:14]([O-:16])=[O:15])=[C:4]2[C:8](=[CH:9][C:10]=1[O:11][CH3:12])[C:7](=[O:13])[CH2:6][CH2:5]2. (5) Given the reactants [C:1]([N:8]([CH3:14])[C@H:9]([C:11]([OH:13])=O)[CH3:10])([O:3][C:4]([CH3:7])([CH3:6])[CH3:5])=[O:2].CCN(C(C)C)C(C)C.CN(C(ON1N=NC2C=CC=NC1=2)=[N+](C)C)C.F[P-](F)(F)(F)(F)F.[NH2:48][CH:49]([C:71]([CH3:74])([CH3:73])[CH3:72])[C:50]([N:52]1[CH2:56][CH2:55][CH:54]([O:57][C:58](=[O:60])[CH3:59])[CH:53]1[CH2:61][C:62]1[C:70]2[C:65](=[N:66][CH:67]=[CH:68][CH:69]=2)[NH:64][CH:63]=1)=[O:51], predict the reaction product. The product is: [C:4]([O:3][C:1]([N:8]([CH3:14])[CH:9]([CH3:10])[C:11]([NH:48][CH:49]([C:71]([CH3:74])([CH3:73])[CH3:72])[C:50]([N:52]1[CH2:56][CH2:55][CH:54]([O:57][C:58](=[O:60])[CH3:59])[CH:53]1[CH2:61][C:62]1[C:70]2[C:65](=[N:66][CH:67]=[CH:68][CH:69]=2)[NH:64][CH:63]=1)=[O:51])=[O:13])=[O:2])([CH3:5])([CH3:6])[CH3:7]. (6) Given the reactants [F:1][C:2]1[CH:17]=[CH:16][C:5]([CH2:6][N:7]2[C:11]3[CH:12]=[CH:13][CH:14]=[CH:15][C:10]=3[N:9]=[N:8]2)=[CH:4][CH:3]=1.N#N.[Li]CCCC.[F:25][CH:26]([P:28](=[O:48])([O-:47])[O:29][C:30]1[CH:35]=[C:34](C(C)(C)C)[C:33]([CH2:40]Br)=[C:32](C(C)(C)C)[C:31]=1[Br:46])[F:27], predict the reaction product. The product is: [N:7]1([CH:6]([C:5]2[CH:4]=[CH:3][C:2]([F:1])=[CH:17][CH:16]=2)[CH2:40][C:33]2[CH:34]=[CH:35][C:30]([O:29][P:28]([CH:26]([F:27])[F:25])(=[O:47])[OH:48])=[C:31]([Br:46])[CH:32]=2)[C:11]2[CH:12]=[CH:13][CH:14]=[CH:15][C:10]=2[N:9]=[N:8]1. (7) Given the reactants Cl[C:2]1[CH:3]=[C:4]([NH:10]N)[CH:5]=[CH:6][C:7]=1OC.[C:12](OCC)(=O)[CH2:13]CC(C)=O, predict the reaction product. The product is: [NH:10]1[C:4]2[C:3](=[CH:2][CH:7]=[CH:6][CH:5]=2)[CH:13]=[CH:12]1. (8) Given the reactants [Cl-:1].[NH4+].[CH3:3][O:4][C:5](=[O:29])[C@H:6]([NH:18][C:19]([O:21][CH2:22][C:23]1[CH:28]=[CH:27][CH:26]=[CH:25][CH:24]=1)=[O:20])[CH2:7][C:8]1[CH:13]=[CH:12][C:11]([N+:14]([O-])=O)=[C:10]([OH:17])[CH:9]=1, predict the reaction product. The product is: [ClH:1].[CH3:3][O:4][C:5](=[O:29])[C@H:6]([NH:18][C:19]([O:21][CH2:22][C:23]1[CH:28]=[CH:27][CH:26]=[CH:25][CH:24]=1)=[O:20])[CH2:7][C:8]1[CH:13]=[CH:12][C:11]([NH2:14])=[C:10]([OH:17])[CH:9]=1. (9) Given the reactants [Br:1][C:2]1[CH:3]=[C:4]([C:11]([CH3:14])([CH3:13])[CH3:12])[C:5]([OH:10])=[C:6]([CH:9]=1)[CH:7]=[O:8].C(=O)([O-])[O-].[K+].[K+].[CH3:21][O:22][CH2:23][CH2:24][O:25][CH2:26]Cl, predict the reaction product. The product is: [Br:1][C:2]1[CH:3]=[C:4]([C:11]([CH3:14])([CH3:13])[CH3:12])[C:5]([O:10][CH2:21][O:22][CH2:23][CH2:24][O:25][CH3:26])=[C:6]([CH:9]=1)[CH:7]=[O:8]. (10) Given the reactants [H-].[H-].[H-].[H-].[Li+].[Al+3].[CH2:7]([N:14]1[CH2:19][CH2:18][O:17][CH2:16][CH:15]1[CH2:20][CH:21]([C:27](OCC)=[O:28])[C:22](OCC)=[O:23])[C:8]1[CH:13]=[CH:12][CH:11]=[CH:10][CH:9]=1.O.[OH-].[Na+], predict the reaction product. The product is: [CH2:7]([N:14]1[CH2:19][CH2:18][O:17][CH2:16][CH:15]1[CH2:20][CH:21]([CH2:27][OH:28])[CH2:22][OH:23])[C:8]1[CH:9]=[CH:10][CH:11]=[CH:12][CH:13]=1.